Task: Predict the reactants needed to synthesize the given product.. Dataset: Full USPTO retrosynthesis dataset with 1.9M reactions from patents (1976-2016) Given the product [Cl:1][C:2]1[CH:10]=[C:9]2[C:5](/[C:6](=[CH:18]/[C:17]3[CH:20]=[C:13]([Cl:12])[CH:14]=[CH:15][C:16]=3[O:21][C:22]3[N:23]=[CH:24][CH:25]=[CH:26][N:27]=3)/[C:7](=[O:11])[NH:8]2)=[CH:4][CH:3]=1, predict the reactants needed to synthesize it. The reactants are: [Cl:1][C:2]1[CH:10]=[C:9]2[C:5]([CH2:6][C:7](=[O:11])[NH:8]2)=[CH:4][CH:3]=1.[Cl:12][C:13]1[CH:14]=[CH:15][C:16]([O:21][C:22]2[N:27]=[CH:26][CH:25]=[CH:24][N:23]=2)=[C:17]([CH:20]=1)[CH:18]=O.N1CCCC1.